This data is from CYP2C19 inhibition data for predicting drug metabolism from PubChem BioAssay. The task is: Regression/Classification. Given a drug SMILES string, predict its absorption, distribution, metabolism, or excretion properties. Task type varies by dataset: regression for continuous measurements (e.g., permeability, clearance, half-life) or binary classification for categorical outcomes (e.g., BBB penetration, CYP inhibition). Dataset: cyp2c19_veith. (1) The compound is FC(F)(F)c1ccccc1-c1nc(NCCN2CCOCC2)c2ccccc2n1. The result is 0 (non-inhibitor). (2) The drug is O=C(O)c1cc2cc(OCc3ccccc3)ccc2[nH]1. The result is 0 (non-inhibitor). (3) The compound is Cc1ccc(NC(=O)OCc2cn(-c3ccc(Cl)cc3)nn2)cc1. The result is 0 (non-inhibitor). (4) The compound is C=C(C)[C@H]1CN[C@H](C(=O)O)[C@@H]1CC(=O)O. The result is 0 (non-inhibitor). (5) The drug is Cc1cccc(Nc2nnc(-c3ccc(C(=O)N4C[C@H]5C[C@H](C4)c4cccc(=O)n4C5)cc3)c3ccccc23)c1. The result is 1 (inhibitor). (6) The compound is COc1cc2c(cc1OC)C1Cc3c(cnc4c(-c5ccsc5)cnn34)C(=O)N1CC2. The result is 1 (inhibitor). (7) The molecule is COc1ccc(CNc2ccnc(-c3ccccc3Cl)n2)c(OC)c1. The result is 1 (inhibitor). (8) The drug is N#Cc1ccc(CN2CCC3(CC2)CCN(C(=O)Oc2ccccc2)CC3)cc1. The result is 0 (non-inhibitor). (9) The drug is CC(Sc1nc(NCc2ccccc2)nc(N(C)C)n1)C(=O)Nc1ccccc1. The result is 1 (inhibitor). (10) The molecule is N[C@@H](Cc1ccnnc1)C(=O)O. The result is 0 (non-inhibitor).